Dataset: Full USPTO retrosynthesis dataset with 1.9M reactions from patents (1976-2016). Task: Predict the reactants needed to synthesize the given product. Given the product [NH2:1][C:2]1[C:3]([C:22]([OH:24])=[O:23])=[N:4][C:5]([C:8]2[C:13]([F:14])=[CH:12][CH:11]=[C:10]([C:15](=[O:20])[NH:16][CH:17]([CH3:19])[CH3:18])[C:9]=2[F:21])=[CH:6][CH:7]=1, predict the reactants needed to synthesize it. The reactants are: [NH2:1][C:2]1[C:3]([C:22]([O:24]C)=[O:23])=[N:4][C:5]([C:8]2[C:13]([F:14])=[CH:12][CH:11]=[C:10]([C:15](=[O:20])[NH:16][CH:17]([CH3:19])[CH3:18])[C:9]=2[F:21])=[CH:6][CH:7]=1.[Li+].[OH-].Cl.CCOC(C)=O.